Task: Predict the reactants needed to synthesize the given product.. Dataset: Full USPTO retrosynthesis dataset with 1.9M reactions from patents (1976-2016) Given the product [CH3:28][O:27][C:24]1[N:25]=[CH:26][C:21]([C:20]2[CH:11]([C:8]3[CH:9]=[CH:10][C:5]([O:4][CH2:3][CH2:2][N:39]4[CH2:43][CH2:42][CH2:41][CH2:40]4)=[CH:6][CH:7]=3)[O:12][C:13]3[C:18]([C:19]=2[CH3:29])=[CH:17][CH:16]=[C:15]([OH:30])[CH:14]=3)=[CH:22][CH:23]=1, predict the reactants needed to synthesize it. The reactants are: Cl[CH2:2][CH2:3][O:4][C:5]1[CH:10]=[CH:9][C:8]([CH:11]2[C:20]([C:21]3[CH:22]=[CH:23][C:24]([O:27][CH3:28])=[N:25][CH:26]=3)=[C:19]([CH3:29])[C:18]3[C:13](=[CH:14][C:15]([O:30]COCC[Si](C)(C)C)=[CH:16][CH:17]=3)[O:12]2)=[CH:7][CH:6]=1.[NH:39]1[CH2:43][CH2:42][CH2:41][CH2:40]1.